Dataset: Reaction yield outcomes from USPTO patents with 853,638 reactions. Task: Predict the reaction yield, written as a fraction of the theoretical maximum amount of product (1.0 means a 100% yield; for example, 0.34 means a 34% yield). (1) The reactants are [NH2:1][C:2]1[S:3][C:4]([C:7]([O:9][CH2:10][CH3:11])=[O:8])=[CH:5][N:6]=1.[C:12](O[C:12]([O:14][C:15]([CH3:18])([CH3:17])[CH3:16])=[O:13])([O:14][C:15]([CH3:18])([CH3:17])[CH3:16])=[O:13]. The catalyst is CN(C)C1C=CN=CC=1.C1COCC1. The product is [C:15]([O:14][C:12]([NH:1][C:2]1[S:3][C:4]([C:7]([O:9][CH2:10][CH3:11])=[O:8])=[CH:5][N:6]=1)=[O:13])([CH3:18])([CH3:17])[CH3:16]. The yield is 0.992. (2) The reactants are F[C:2]1[N:7]=[C:6]([C:8]2[NH:17][C:16](=[O:18])[C:15]3[C:10](=[CH:11][C:12]([O:21][CH3:22])=[CH:13][C:14]=3[O:19][CH3:20])[N:9]=2)[CH:5]=[CH:4][CH:3]=1.Cl.Cl.[N:25]1([CH:31]([CH3:34])[CH2:32][OH:33])[CH2:30][CH2:29][NH:28][CH2:27][CH2:26]1.CN(C)C(N(C)C)=N. The catalyst is CS(C)=O.O. The product is [OH:33][CH2:32][CH:31]([N:25]1[CH2:30][CH2:29][N:28]([C:2]2[N:7]=[C:6]([C:8]3[NH:17][C:16](=[O:18])[C:15]4[C:10](=[CH:11][C:12]([O:21][CH3:22])=[CH:13][C:14]=4[O:19][CH3:20])[N:9]=3)[CH:5]=[CH:4][CH:3]=2)[CH2:27][CH2:26]1)[CH3:34]. The yield is 0.540.